Dataset: Full USPTO retrosynthesis dataset with 1.9M reactions from patents (1976-2016). Task: Predict the reactants needed to synthesize the given product. (1) Given the product [F:17][C:11]1[CH:10]=[C:9]([NH:7][C:2]2[CH:3]=[CH:4][CH:5]=[CH:6][N:1]=2)[CH:14]=[CH:13][C:12]=1[O:15][CH3:16], predict the reactants needed to synthesize it. The reactants are: [N:1]1[CH:6]=[CH:5][CH:4]=[CH:3][C:2]=1[NH2:7].Br[C:9]1[CH:14]=[CH:13][C:12]([O:15][CH3:16])=[C:11]([F:17])[CH:10]=1.C1(P(C2C=CC=CC=2)C2C3OC4C(=CC=CC=4P(C4C=CC=CC=4)C4C=CC=CC=4)C(C)(C)C=3C=CC=2)C=CC=CC=1.C([O-])([O-])=O.[Cs+].[Cs+]. (2) Given the product [NH2:1][C:2]1[C:3]([SH:14])=[C:4]([CH:10]=[C:11]([Cl:13])[CH:12]=1)[C:5]([OH:7])=[O:6], predict the reactants needed to synthesize it. The reactants are: [NH2:1][C:2]1[C:3]([S:14]CC2C=CC=CC=2)=[C:4]([CH:10]=[C:11]([Cl:13])[CH:12]=1)[C:5]([O:7]CC)=[O:6].[Al+3].[Cl-].[Cl-].[Cl-]. (3) Given the product [Cl:1][C:2]1[CH:27]=[CH:26][C:5]([CH2:6][NH:7][C:8]([C:10]2[C:11](=[O:25])[C:12]3[CH:22]=[C:21]([CH2:23][N:29]4[CH2:34][CH2:33][O:32][CH2:31][C@@H:30]4[C@@H:35]([OH:36])[C:37]4[CH:42]=[CH:41][CH:40]=[CH:39][CH:38]=4)[S:20][C:13]=3[N:14]([CH2:16][CH2:17][O:18][CH3:19])[CH:15]=2)=[O:9])=[CH:4][CH:3]=1, predict the reactants needed to synthesize it. The reactants are: [Cl:1][C:2]1[CH:27]=[CH:26][C:5]([CH2:6][NH:7][C:8]([C:10]2[C:11](=[O:25])[C:12]3[CH:22]=[C:21]([CH2:23]Cl)[S:20][C:13]=3[N:14]([CH2:16][CH2:17][O:18][CH3:19])[CH:15]=2)=[O:9])=[CH:4][CH:3]=1.Cl.[NH:29]1[CH2:34][CH2:33][O:32][CH2:31][C@@H:30]1[C@H:35]([C:37]1[CH:42]=[CH:41][CH:40]=[CH:39][CH:38]=1)[OH:36]. (4) Given the product [CH3:1][O:2][C:3](=[O:25])[CH2:4][CH2:5][C:6]1[CH:11]=[CH:10][CH:9]=[CH:8][C:7]=1[CH:12]1[CH2:17][CH2:16][N:15]([C:18]([O:20][C:21]([CH3:23])([CH3:22])[CH3:24])=[O:19])[CH2:14][CH2:13]1, predict the reactants needed to synthesize it. The reactants are: [CH3:1][O:2][C:3](=[O:25])[CH2:4][CH2:5][C:6]1[CH:11]=[CH:10][CH:9]=[CH:8][C:7]=1[C:12]1[CH2:17][CH2:16][N:15]([C:18]([O:20][C:21]([CH3:24])([CH3:23])[CH3:22])=[O:19])[CH2:14][CH:13]=1.